Regression. Given two drug SMILES strings and cell line genomic features, predict the synergy score measuring deviation from expected non-interaction effect. From a dataset of NCI-60 drug combinations with 297,098 pairs across 59 cell lines. Drug 1: C1CN1P(=S)(N2CC2)N3CC3. Drug 2: CC1=C(C(=O)C2=C(C1=O)N3CC4C(C3(C2COC(=O)N)OC)N4)N. Cell line: OVCAR-5. Synergy scores: CSS=37.2, Synergy_ZIP=-5.55, Synergy_Bliss=-2.97, Synergy_Loewe=-1.96, Synergy_HSA=1.72.